Dataset: Reaction yield outcomes from USPTO patents with 853,638 reactions. Task: Predict the reaction yield, written as a fraction of the theoretical maximum amount of product (1.0 means a 100% yield; for example, 0.34 means a 34% yield). (1) The reactants are [NH2:1][C:2]1[C:3]([N:23]2[CH2:28][CH2:27][N:26]([C:29]3[CH:34]=[CH:33][CH:32]=[CH:31][C:30]=3[CH3:35])[CH2:25][CH2:24]2)=[CH:4][C:5]([CH:20]2[CH2:22][CH2:21]2)=[C:6]([CH:19]=1)[C:7]([NH:9][CH2:10][CH2:11][CH2:12][N:13]1[CH2:17][CH2:16][CH2:15][C:14]1=[O:18])=[O:8].C(N(CC)C(C)C)(C)C.[O:45]1[CH:49]=[CH:48][CH:47]=[C:46]1[C:50](Cl)=[O:51]. The catalyst is ClCCl.O. The product is [CH:20]1([C:5]2[C:6]([C:7](=[O:8])[NH:9][CH2:10][CH2:11][CH2:12][N:13]3[CH2:17][CH2:16][CH2:15][C:14]3=[O:18])=[CH:19][C:2]([NH:1][C:50]([C:46]3[O:45][CH:49]=[CH:48][CH:47]=3)=[O:51])=[C:3]([N:23]3[CH2:24][CH2:25][N:26]([C:29]4[CH:34]=[CH:33][CH:32]=[CH:31][C:30]=4[CH3:35])[CH2:27][CH2:28]3)[CH:4]=2)[CH2:21][CH2:22]1. The yield is 0.497. (2) The reactants are [NH2:1][C:2]1[CH:7]=[CH:6][C:5]([NH2:8])=[CH:4][CH:3]=1.[CH2:9]([N:11]=[C:12]=[O:13])[CH3:10].C(=O)([O-])[O-].[K+].[K+]. The catalyst is C1COCC1. The product is [CH2:9]([NH:11][C:12]([NH:1][C:2]1[CH:7]=[CH:6][C:5]([NH2:8])=[CH:4][CH:3]=1)=[O:13])[CH3:10]. The yield is 0.620. (3) The reactants are F.F.F.[CH3:4][N:5]([CH3:36])[O:6][CH2:7][CH2:8][O:9][C@:10]1(CCN)[C@:14](CCN)([OH:15])[C@@H:13]([CH2:19][OH:20])[O:12][C@@:11]1(CCN)[N:21]1[CH:28]=[C:27]([CH3:29])[C:25](=[O:26])[NH:24][C:22]1=[O:23].C(N(CC)CC)C.[Si](OC[C@H]1O[C@@H](N2C=C(C)C(=O)NC2=O)[C@H](OCCON(C)C)[C@@H]1O)(C(C)(C)C)(C1C=CC=CC=1)C1C=CC=CC=1.CO. The catalyst is C1COCC1.C(Cl)Cl. The product is [CH3:4][N:5]([CH3:36])[O:6][CH2:7][CH2:8][O:9][C@@H:10]1[C@H:14]([OH:15])[C@@H:13]([CH2:19][OH:20])[O:12][C@H:11]1[N:21]1[CH:28]=[C:27]([CH3:29])[C:25](=[O:26])[NH:24][C:22]1=[O:23]. The yield is 0.925.